From a dataset of Forward reaction prediction with 1.9M reactions from USPTO patents (1976-2016). Predict the product of the given reaction. Given the reactants [Cl:1][C:2]1[CH:10]=[C:9]([F:11])[C:8]([F:12])=[CH:7][C:3]=1[C:4]([OH:6])=[O:5].S(=O)(=O)(O)O.O.[CH3:19]O, predict the reaction product. The product is: [CH3:19][O:5][C:4](=[O:6])[C:3]1[CH:7]=[C:8]([F:12])[C:9]([F:11])=[CH:10][C:2]=1[Cl:1].